From a dataset of Forward reaction prediction with 1.9M reactions from USPTO patents (1976-2016). Predict the product of the given reaction. Given the reactants [CH3:1][N:2]([CH3:36])[C:3]1([C:30]2[CH:35]=[CH:34][CH:33]=[CH:32][CH:31]=2)[CH2:8][CH2:7][C:6]([CH2:10][C@H:11]([CH3:29])[CH2:12][C:13]2[C:21]3[C:16](=[CH:17][CH:18]=[CH:19][CH:20]=3)[NH:15][C:14]=2[Si](CC)(CC)CC)([OH:9])[CH2:5][CH2:4]1.O.O.O.[F-].C([N+](CCCC)(CCCC)CCCC)CCC, predict the reaction product. The product is: [NH:15]1[C:16]2[C:21](=[CH:20][CH:19]=[CH:18][CH:17]=2)[C:13]([CH2:12][C@@H:11]([CH3:29])[CH2:10][C:6]2([OH:9])[CH2:7][CH2:8][C:3]([N:2]([CH3:36])[CH3:1])([C:30]3[CH:31]=[CH:32][CH:33]=[CH:34][CH:35]=3)[CH2:4][CH2:5]2)=[CH:14]1.